The task is: Predict the reaction yield, written as a fraction of the theoretical maximum amount of product (1.0 means a 100% yield; for example, 0.34 means a 34% yield).. This data is from Reaction yield outcomes from USPTO patents with 853,638 reactions. The reactants are O[CH2:2][CH2:3][CH2:4][C:5]1[S:9][C:8]([C:10]2[CH:15]=[CH:14][CH:13]=[CH:12][CH:11]=2)=[N:7][C:6]=1[C:16]([OH:18])=O.[Li+].[Cl-:20].S(Cl)([Cl:23])=O. No catalyst specified. The product is [Cl:20][CH2:2][CH2:3][CH2:4][C:5]1[S:9][C:8]([C:10]2[CH:15]=[CH:14][CH:13]=[CH:12][CH:11]=2)=[N:7][C:6]=1[C:16]([Cl:23])=[O:18]. The yield is 0.990.